This data is from Full USPTO retrosynthesis dataset with 1.9M reactions from patents (1976-2016). The task is: Predict the reactants needed to synthesize the given product. (1) Given the product [F:27][C:25]([F:26])([F:28])[C:22]1[CH:23]=[CH:24][C:19]([NH:18][C:15]2[C:16]3[N:17]=[C:9]([CH2:8][C:7]4[CH:29]=[CH:30][CH:31]=[CH:32][C:6]=4[C:4](=[O:3])[CH3:5])[S:10][C:11]=3[N:12]=[CH:13][N:14]=2)=[CH:20][CH:21]=1, predict the reactants needed to synthesize it. The reactants are: C([O:3][C:4]([C:6]1[CH:32]=[CH:31][CH:30]=[CH:29][C:7]=1[CH2:8][C:9]1[S:10][C:11]2[N:12]=[CH:13][N:14]=[C:15]([NH:18][C:19]3[CH:24]=[CH:23][C:22]([C:25]([F:28])([F:27])[F:26])=[CH:21][CH:20]=3)[C:16]=2[N:17]=1)=[CH2:5])C.Cl. (2) Given the product [CH:1]1([N:4]([CH2:29][C:30]2[CH:35]=[CH:34][CH:33]=[C:32]([Cl:36])[C:31]=2[Cl:37])[C:5]([C@@H:7]2[C@:12]([C:14]3[CH:19]=[CH:18][C:17]([F:20])=[C:16]([F:21])[CH:15]=3)([O:13][CH3:40])[CH2:11][CH2:10][N:9]([C:22]([O:24][C:25]([CH3:28])([CH3:27])[CH3:26])=[O:23])[CH2:8]2)=[O:6])[CH2:2][CH2:3]1, predict the reactants needed to synthesize it. The reactants are: [CH:1]1([N:4]([CH2:29][C:30]2[CH:35]=[CH:34][CH:33]=[C:32]([Cl:36])[C:31]=2[Cl:37])[C:5]([C@@H:7]2[C@:12]([C:14]3[CH:19]=[CH:18][C:17]([F:20])=[C:16]([F:21])[CH:15]=3)([OH:13])[CH2:11][CH2:10][N:9]([C:22]([O:24][C:25]([CH3:28])([CH3:27])[CH3:26])=[O:23])[CH2:8]2)=[O:6])[CH2:3][CH2:2]1.[H-].[Na+].[CH3:40]I. (3) Given the product [Cl:21][C:18]1[CH:17]=[CH:16][C:15]([C:5]2([NH:22][C:23](=[O:33])[CH2:24][N:25]3[CH2:26][CH2:27][N:28]([CH2:31][CH3:32])[CH2:29][CH2:30]3)[C:4]3[C:8](=[CH:9][C:10]([C:12]([NH2:13])=[O:36])=[CH:11][C:3]=3[C:2]([F:1])([F:34])[F:35])[NH:7][C:6]2=[O:14])=[CH:20][CH:19]=1, predict the reactants needed to synthesize it. The reactants are: [F:1][C:2]([F:35])([F:34])[C:3]1[CH:11]=[C:10]([C:12]#[N:13])[CH:9]=[C:8]2[C:4]=1[C:5]([NH:22][C:23](=[O:33])[CH2:24][N:25]1[CH2:30][CH2:29][N:28]([CH2:31][CH3:32])[CH2:27][CH2:26]1)([C:15]1[CH:20]=[CH:19][C:18]([Cl:21])=[CH:17][CH:16]=1)[C:6](=[O:14])[NH:7]2.[OH-:36].[K+].